This data is from Catalyst prediction with 721,799 reactions and 888 catalyst types from USPTO. The task is: Predict which catalyst facilitates the given reaction. Reactant: [H-].[Na+].[C:3]1(=[O:13])[NH:7][C:6](=[O:8])[C:5]2=[CH:9][CH:10]=[CH:11][CH:12]=[C:4]12.[F:14][C:15]1[C:20](F)=[CH:19][CH:18]=[C:17]([N+:22]([O-:24])=[O:23])[C:16]=1[CH2:25][CH2:26][OH:27].OC1C=CC=C[N+]=1[O-].CCN=C=NCCCN(C)C. Product: [F:14][C:15]1[C:16]([CH2:25][CH2:26][OH:27])=[C:17]([N+:22]([O-:24])=[O:23])[CH:18]=[CH:19][C:20]=1[N:7]1[C:3](=[O:13])[C:4]2[C:5](=[CH:9][CH:10]=[CH:11][CH:12]=2)[C:6]1=[O:8]. The catalyst class is: 640.